From a dataset of Forward reaction prediction with 1.9M reactions from USPTO patents (1976-2016). Predict the product of the given reaction. (1) Given the reactants C1(P(C2C=CC=CC=2)C2C=CC=CC=2)C=CC=CC=1.[Br:20]N1C(=O)CCC1=O.[CH3:28][O:29][C:30]1[C:35]([CH2:36]O)=[C:34]([CH3:38])[CH:33]=[CH:32][N:31]=1.O, predict the reaction product. The product is: [Br:20][CH2:36][C:35]1[C:30]([O:29][CH3:28])=[N:31][CH:32]=[CH:33][C:34]=1[CH3:38]. (2) Given the reactants Br[CH:2]([CH2:10][CH:11]1[CH2:16][CH2:15][C:14]([F:18])([F:17])[CH2:13][CH2:12]1)[C:3](=O)[C:4]([O:6][CH2:7][CH3:8])=[O:5].[NH2:19][C:20]1[CH:21]=[C:22]([CH:25]=[C:26]([CH3:28])[N:27]=1)[C:23]#[N:24].C(=O)([O-])O.[Na+], predict the reaction product. The product is: [C:23]([C:22]1[CH:25]=[C:26]([CH3:28])[N:27]2[C:2]([CH2:10][CH:11]3[CH2:16][CH2:15][C:14]([F:18])([F:17])[CH2:13][CH2:12]3)=[C:3]([C:4]([O:6][CH2:7][CH3:8])=[O:5])[N:19]=[C:20]2[CH:21]=1)#[N:24].